Dataset: NCI-60 drug combinations with 297,098 pairs across 59 cell lines. Task: Regression. Given two drug SMILES strings and cell line genomic features, predict the synergy score measuring deviation from expected non-interaction effect. (1) Drug 1: CNC(=O)C1=CC=CC=C1SC2=CC3=C(C=C2)C(=NN3)C=CC4=CC=CC=N4. Drug 2: COC1=CC(=CC(=C1O)OC)C2C3C(COC3=O)C(C4=CC5=C(C=C24)OCO5)OC6C(C(C7C(O6)COC(O7)C8=CC=CS8)O)O. Cell line: TK-10. Synergy scores: CSS=19.1, Synergy_ZIP=-8.85, Synergy_Bliss=-2.00, Synergy_Loewe=-9.01, Synergy_HSA=-1.70. (2) Drug 1: CC1=C(N=C(N=C1N)C(CC(=O)N)NCC(C(=O)N)N)C(=O)NC(C(C2=CN=CN2)OC3C(C(C(C(O3)CO)O)O)OC4C(C(C(C(O4)CO)O)OC(=O)N)O)C(=O)NC(C)C(C(C)C(=O)NC(C(C)O)C(=O)NCCC5=NC(=CS5)C6=NC(=CS6)C(=O)NCCC[S+](C)C)O. Drug 2: CCN(CC)CCCC(C)NC1=C2C=C(C=CC2=NC3=C1C=CC(=C3)Cl)OC. Cell line: SNB-19. Synergy scores: CSS=39.4, Synergy_ZIP=-6.68, Synergy_Bliss=2.57, Synergy_Loewe=1.97, Synergy_HSA=4.18.